This data is from Peptide-MHC class I binding affinity with 185,985 pairs from IEDB/IMGT. The task is: Regression. Given a peptide amino acid sequence and an MHC pseudo amino acid sequence, predict their binding affinity value. This is MHC class I binding data. (1) The peptide sequence is RQAELSKAY. The MHC is HLA-A31:01 with pseudo-sequence HLA-A31:01. The binding affinity (normalized) is 0.0847. (2) The peptide sequence is TSTLQEQIGW. The MHC is HLA-B40:02 with pseudo-sequence HLA-B40:02. The binding affinity (normalized) is 0. (3) The peptide sequence is MSFSCIVIGI. The MHC is HLA-A68:02 with pseudo-sequence HLA-A68:02. The binding affinity (normalized) is 0.790. (4) The peptide sequence is MTYKAAVL. The MHC is HLA-A02:06 with pseudo-sequence HLA-A02:06. The binding affinity (normalized) is 0.352. (5) The MHC is Mamu-A2201 with pseudo-sequence Mamu-A2201. The peptide sequence is MPKCSKVVVS. The binding affinity (normalized) is 0.201. (6) The peptide sequence is AVYSSSMVK. The MHC is HLA-A69:01 with pseudo-sequence HLA-A69:01. The binding affinity (normalized) is 0.0847. (7) The peptide sequence is LFLMFLQNL. The MHC is H-2-Kb with pseudo-sequence H-2-Kb. The binding affinity (normalized) is 0.798. (8) The peptide sequence is KFAVPNLQSL. The MHC is Patr-A0901 with pseudo-sequence Patr-A0901. The binding affinity (normalized) is 0.824.